Dataset: Catalyst prediction with 721,799 reactions and 888 catalyst types from USPTO. Task: Predict which catalyst facilitates the given reaction. (1) Reactant: [F:1][C:2]([F:27])([C:20]1[CH:25]=[CH:24][C:23]([F:26])=[CH:22][CH:21]=1)[C:3]1[N:12]=[C:11](O)[C:10]2[C:5](=[CH:6][C:7]([C:14]3[CH:15]=[N:16][N:17]([CH3:19])[CH:18]=3)=[CH:8][CH:9]=2)[N:4]=1.P(Br)(Br)(Br)=O.CCN(C(C)C)C(C)C.ClC1C2C(=CC(C3C=NN(C)C=3)=CC=2)N=C(C(F)(F)C2C=CC(F)=CC=2)N=1.BrC1C2C(=CC(C3C=NN(C)C=3)=CC=2)N=C(C(F)(F)C2C=CC(F)=CC=2)N=1.[CH3:96][C:97]1[NH:101][N:100]=[C:99]([NH2:102])[CH:98]=1. Product: [F:1][C:2]([F:27])([C:20]1[CH:25]=[CH:24][C:23]([F:26])=[CH:22][CH:21]=1)[C:3]1[N:12]=[C:11]([NH:102][C:99]2[CH:98]=[C:97]([CH3:96])[NH:101][N:100]=2)[C:10]2[C:5](=[CH:6][C:7]([C:14]3[CH:15]=[N:16][N:17]([CH3:19])[CH:18]=3)=[CH:8][CH:9]=2)[N:4]=1. The catalyst class is: 575. (2) Reactant: S(C1C=CC(C)=CC=1)(O)(=O)=O.[CH:12]12[CH2:27][CH:23]([CH2:24][NH:25][CH2:26]1)[C:22]1[CH:21]=[C:20]3[C:15]([N:16]=[CH:17][CH:18]=[N:19]3)=[CH:14][C:13]2=1.C(=O)(O)[O-].[Na+]. Product: [CH:23]12[CH2:27][CH:12]([CH2:26][NH:25][CH2:24]1)[C:13]1[CH:14]=[C:15]3[C:20]([N:19]=[CH:18][CH:17]=[N:16]3)=[CH:21][C:22]2=1. The catalyst class is: 6. (3) Reactant: BrN1[C:6](=O)[CH2:5][CH2:4][C:3]1=[O:8].CC(N=NC(C#N)(C)C)(C#N)C.[Cl:21][C:22]1[C:31]2[C:26](=CC=C(C)[CH:30]=2)[CH:25]=[CH:24][CH:23]=1.C1N2CN3CN(C2)CN1C3. Product: [Cl:21][C:22]1[CH:23]=[CH:24][CH:25]=[C:26]2[C:31]=1[CH:30]=[C:4]([CH:3]=[O:8])[CH:5]=[CH:6]2. The catalyst class is: 53. (4) Reactant: [NH2:1][C:2]1[N:7]=[C:6]2[N:8]([CH2:11][C:12]3[CH:20]=[CH:19][CH:18]=[C:17]4[C:13]=3[CH:14]=[CH:15][N:16]4C(OC(C)(C)C)=O)[N:9]=[CH:10][C:5]2=[C:4]([C:28]2[O:29][CH:30]=[CH:31][CH:32]=2)[N:3]=1.C[O-].[Na+]. Product: [O:29]1[CH:30]=[CH:31][CH:32]=[C:28]1[C:4]1[N:3]=[C:2]([NH2:1])[N:7]=[C:6]2[N:8]([CH2:11][C:12]3[CH:20]=[CH:19][CH:18]=[C:17]4[C:13]=3[CH:14]=[CH:15][NH:16]4)[N:9]=[CH:10][C:5]=12. The catalyst class is: 24. (5) Reactant: [CH3:1][C@H:2]1[N:7]([CH2:8][C:9]([F:12])([F:11])[F:10])[C:6](=[O:13])[C@@H:5]([NH:14]C(=O)OC(C)(C)C)[CH2:4][C@H:3]1[C:22]1[C:27]([F:28])=[CH:26][CH:25]=[C:24]([F:29])[C:23]=1[F:30].[ClH:31]. Product: [ClH:31].[NH2:14][C@H:5]1[CH2:4][C@@H:3]([C:22]2[C:27]([F:28])=[CH:26][CH:25]=[C:24]([F:29])[C:23]=2[F:30])[C@@H:2]([CH3:1])[N:7]([CH2:8][C:9]([F:12])([F:11])[F:10])[C:6]1=[O:13]. The catalyst class is: 25.